This data is from Full USPTO retrosynthesis dataset with 1.9M reactions from patents (1976-2016). The task is: Predict the reactants needed to synthesize the given product. (1) Given the product [N:1]1[N:2]2[C:6](=[O:8])[C:3]3[N:2]([N:1]=[CH:5][CH:4]=3)[C:6](=[O:8])[C:3]2=[CH:4][CH:5]=1, predict the reactants needed to synthesize it. The reactants are: [NH:1]1[CH:5]=[CH:4][C:3]([C:6]([OH:8])=O)=[N:2]1.S(Cl)(Cl)=O. (2) Given the product [Cl:1][C:2]1[CH:7]=[CH:6][C:5]([C:8]2[CH:9]=[C:10]([C:31]([NH2:35])=[O:33])[C:11]3[NH:12][C:13]4[CH:14]=[C:15]([O:21][CH2:22][CH2:23][CH2:24][N:25]5[CH2:30][CH2:29][O:28][CH2:27][CH2:26]5)[CH:16]=[CH:17][C:18]=4[C:19]=3[N:20]=2)=[CH:4][CH:3]=1, predict the reactants needed to synthesize it. The reactants are: [Cl:1][C:2]1[CH:7]=[CH:6][C:5]([C:8]2[CH:9]=[C:10]([C:31]([O:33]C)=O)[C:11]3[NH:12][C:13]4[CH:14]=[C:15]([O:21][CH2:22][CH2:23][CH2:24][N:25]5[CH2:30][CH2:29][O:28][CH2:27][CH2:26]5)[CH:16]=[CH:17][C:18]=4[C:19]=3[N:20]=2)=[CH:4][CH:3]=1.[NH3:35]. (3) Given the product [I:28][C:2]1[CH:27]=[CH:26][C:5]([O:6][C:7]2[CH:12]=[CH:11][C:10]([S:13]([N:16]([CH2:22][C:23]([OH:25])=[O:24])[CH2:17][C:18](=[O:21])[NH:19][OH:20])(=[O:15])=[O:14])=[CH:9][CH:8]=2)=[CH:4][CH:3]=1, predict the reactants needed to synthesize it. The reactants are: F[C:2]1[CH:27]=[CH:26][C:5]([O:6][C:7]2[CH:12]=[CH:11][C:10]([S:13]([N:16]([CH2:22][C:23]([OH:25])=[O:24])[CH2:17][C:18](=[O:21])[NH:19][OH:20])(=[O:15])=[O:14])=[CH:9][CH:8]=2)=[CH:4][CH:3]=1.[I:28]C1C=CC(OC2C=CC(S(N(CC(O)=O)CC(O)=O)(=O)=O)=CC=2)=CC=1. (4) Given the product [C:26]([O:11][CH2:10][C@H:9]([NH:8][C:6]([O:5][C:1]([CH3:4])([CH3:2])[CH3:3])=[O:7])[CH2:12][C:13]1[CH:14]=[CH:15][CH:16]=[CH:17][CH:18]=1)(=[O:31])[C:27]([CH3:30])([CH3:29])[CH3:28], predict the reactants needed to synthesize it. The reactants are: [C:1]([O:5][C:6]([NH:8][C@H:9]([CH2:12][C:13]1[CH:18]=[CH:17][CH:16]=[CH:15][CH:14]=1)[CH2:10][OH:11])=[O:7])([CH3:4])([CH3:3])[CH3:2].C(N(CC)CC)C.[C:26](Cl)(=[O:31])[C:27]([CH3:30])([CH3:29])[CH3:28].